Dataset: Retrosynthesis with 50K atom-mapped reactions and 10 reaction types from USPTO. Task: Predict the reactants needed to synthesize the given product. (1) Given the product CC(C)(C)NC(=O)C1CNCCN1, predict the reactants needed to synthesize it. The reactants are: CC(C)(C)O.N#CC1CNCCN1. (2) Given the product C=C(C)C(CC/C(C)=C/CCC(C)=CC=O)O[Si](C)(C)C(C)(C)C, predict the reactants needed to synthesize it. The reactants are: C=C(C)C(CC/C(C)=C/CCC(C)=CCO)O[Si](C)(C)C(C)(C)C. (3) The reactants are: O=C(C1CCCNC1)N1CCC(c2cccnc2)C1.O=S(=O)(Cl)c1ccccc1. Given the product O=C(C1CCCN(S(=O)(=O)c2ccccc2)C1)N1CCC(c2cccnc2)C1, predict the reactants needed to synthesize it.